From a dataset of Forward reaction prediction with 1.9M reactions from USPTO patents (1976-2016). Predict the product of the given reaction. (1) Given the reactants [NH2:1][C:2](=[O:31])[C@@H:3]([NH:12][C:13](=[O:30])[CH2:14][NH:15][C:16](=[O:29])[CH:17]([NH:21][C:22]1[S:23][C:24]([CH:27]=[O:28])=[CH:25][N:26]=1)[CH:18]([CH3:20])[CH3:19])[CH2:4][C:5]1[CH:10]=[CH:9][C:8]([OH:11])=[CH:7][CH:6]=1.[BH4-].[Na+], predict the reaction product. The product is: [NH2:1][C:2](=[O:31])[C@@H:3]([NH:12][C:13](=[O:30])[CH2:14][NH:15][C:16](=[O:29])[CH:17]([NH:21][C:22]1[S:23][C:24]([CH2:27][OH:28])=[CH:25][N:26]=1)[CH:18]([CH3:19])[CH3:20])[CH2:4][C:5]1[CH:6]=[CH:7][C:8]([OH:11])=[CH:9][CH:10]=1. (2) Given the reactants [Cl-].[K+].[Mg+2].[Cl-].[Cl-].C(O)[C@H]1O[C@H](O[C@H:14]2[O:19][C@H:18]([CH2:20]O)[C@@H:17](O)[C@H:16](O)[C@H:15]2O)[C@H](O)[C@@H](O)[C@@H]1O.[CH3:29]NC[C@H](O)C1C=CC=C(O)C=1.CCCOC1C=CC(C(OCCN(CC)CC)=O)=CC=1N.Cl.C1[C@H](N)[C@@H](O[C@H]2O[C@H](CN)[C@@H](O)[C@H](O)[C@H]2N)[C@H](O[C@@H]2O[C@H](CO)[C@@H](O[C@H]3O[C@@H](CN)[C@@H](O)[C@H](O)[C@H]3N)[C@H]2O)[C@@H](O)[C@@H]1N.CCC(CCCCC(N[C@H](C(N[C@H](C(N[C@H](C(N[C@@H]1C(=O)N[C@H](CCN)C(=O)N[C@H](CC2C=CC=CC=2)C(=O)N[C@@H](CC(C)C)C(=O)N[C@@H](CCN)C(=O)N[C@@H](CCN)C(=O)N[C@@H]([C@H](O)C)C(=O)NCC1)=O)CCN)=O)[C@H](O)C)=O)CCN)=O)C.C[C@H]1[C@:208](O)(C(CO)=O)[C@:207]2(C)[C@H:193]([C@H:194]3[C@:204](F)([C@@H:205](O)[CH2:206]2)[C@:203]2([CH3:217])[C:197](=CC(C=[CH:202]2)=O)[CH2:196][CH2:195]3)C1, predict the reaction product. The product is: [CH3:193][C:194]1[CH2:195][CH2:196][CH2:197][C:203]([CH3:202])([CH3:217])[C:204]=1/[CH:205]=[CH:206]/[C:207](/[CH3:208])=[CH:20]/[CH:18]=[CH:17]/[C:16](/[CH3:29])=[CH:15]/[CH:14]=[O:19]. (3) Given the reactants [CH3:1][O:2][C:3]1[C:8]([N+:9]([O-:11])=[O:10])=[CH:7][CH:6]=[CH:5][N:4]=1.Cl[CH2:13][P:14](=[O:21])([O:18][CH2:19][CH3:20])[O:15][CH2:16][CH3:17].CC(C)([O-])C.[K+], predict the reaction product. The product is: [CH3:1][O:2][C:3]1[N:4]=[C:5]([CH2:13][P:14](=[O:21])([O:18][CH2:19][CH3:20])[O:15][CH2:16][CH3:17])[CH:6]=[CH:7][C:8]=1[N+:9]([O-:11])=[O:10]. (4) Given the reactants [CH2:1]([C@H:6]1[CH2:11][CH2:10][C@H:9]([C@H:12]2[CH2:17][CH2:16][C@H:15]([CH:18]=[CH:19][C:20]([F:32])([F:31])[O:21][C:22]3[CH:27]=[C:26]([F:28])[C:25]([F:29])=[C:24]([F:30])[CH:23]=3)[CH2:14][CH2:13]2)[CH2:8][CH2:7]1)[CH2:2][CH2:3][CH2:4][CH3:5], predict the reaction product. The product is: [CH2:1]([C@H:6]1[CH2:7][CH2:8][C@H:9]([C@H:12]2[CH2:17][CH2:16][C@H:15]([CH2:18][CH2:19][C:20]([F:32])([F:31])[O:21][C:22]3[CH:27]=[C:26]([F:28])[C:25]([F:29])=[C:24]([F:30])[CH:23]=3)[CH2:14][CH2:13]2)[CH2:10][CH2:11]1)[CH2:2][CH2:3][CH2:4][CH3:5]. (5) Given the reactants I[C:2]1[CH:7]=[CH:6][C:5]([NH:8][CH2:9][C@@H:10]2[CH2:14][CH2:13][CH2:12][NH:11]2)=[CH:4][CH:3]=1.[Cl:15][C:16]1[CH:21]=[CH:20][C:19]([C:22]2[CH:23]=[CH:24][C:25]([C:28]#[CH:29])=[N:26][CH:27]=2)=[CH:18][CH:17]=1, predict the reaction product. The product is: [Cl:15][C:16]1[CH:17]=[CH:18][C:19]([C:22]2[CH:23]=[CH:24][C:25]([C:28]#[C:29][C:2]3[CH:7]=[CH:6][C:5]([NH:8][CH2:9][C@@H:10]4[CH2:14][CH2:13][CH2:12][NH:11]4)=[CH:4][CH:3]=3)=[N:26][CH:27]=2)=[CH:20][CH:21]=1. (6) Given the reactants [CH2:1]([O:3][C:4](=[O:28])[C:5]1[CH:10]=[CH:9][C:8]([C:11]#[C:12][C:13]2[CH:14]=[C:15]3[C:20](=[CH:21][CH:22]=2)N(C2CC2)CCC3(C)C)=[CH:7][CH:6]=1)[CH3:2].[CH2:29]([O:31][C:32](=O)[C:33]1[CH:38]=CC(I)=CC=1)C, predict the reaction product. The product is: [CH3:29][O:31][C:32]1([C:20]2[CH:15]=[CH:14][C:13]([C:12]#[C:11][C:8]3[CH:9]=[CH:10][C:5]([C:4]([O:3][CH2:1][CH3:2])=[O:28])=[CH:6][CH:7]=3)=[CH:22][CH:21]=2)[CH2:33][CH2:38]1.